The task is: Predict the reactants needed to synthesize the given product.. This data is from Full USPTO retrosynthesis dataset with 1.9M reactions from patents (1976-2016). Given the product [Cl-:2].[Cl:2][C:3]1[CH:8]=[CH:7][C:6]([CH:9]([OH:32])[CH2:10][NH+:11]2[CH2:12][CH2:13][CH:14]([N:17]3[C:21]4[CH:22]=[C:23]([F:30])[C:24]([C:26]([O:28][CH3:29])=[O:27])=[CH:25][C:20]=4[NH:19][C:18]3=[O:31])[CH2:15][CH2:16]2)=[CH:5][CH:4]=1, predict the reactants needed to synthesize it. The reactants are: [Cl-].[Cl:2][C:3]1[CH:8]=[CH:7][C:6]([C:9](=[O:32])[CH2:10][NH+:11]2[CH2:16][CH2:15][CH:14]([N:17]3[C:21]4[CH:22]=[C:23]([F:30])[C:24]([C:26]([O:28][CH3:29])=[O:27])=[CH:25][C:20]=4[NH:19][C:18]3=[O:31])[CH2:13][CH2:12]2)=[CH:5][CH:4]=1.[BH4-].[Na+].